This data is from Peptide-MHC class II binding affinity with 134,281 pairs from IEDB. The task is: Regression. Given a peptide amino acid sequence and an MHC pseudo amino acid sequence, predict their binding affinity value. This is MHC class II binding data. The peptide sequence is PEEIKQLQQFQKEDA. The MHC is DRB1_0101 with pseudo-sequence DRB1_0101. The binding affinity (normalized) is 0.359.